From a dataset of Forward reaction prediction with 1.9M reactions from USPTO patents (1976-2016). Predict the product of the given reaction. (1) The product is: [S:6]1[C:7]2=[C:8]3[C:13](=[CH:14][CH:15]=[C:16]2[N:17]=[C:5]1[C:1]#[N:2])[NH:12][CH2:11][CH2:10][CH2:9]3. Given the reactants [C-:1]#[N:2].[K+].Cl[C:5]1[S:6][C:7]2[C:16]([N:17]=1)=[CH:15][CH:14]=[C:13]1[C:8]=2[CH2:9][CH2:10][CH2:11][NH:12]1.O, predict the reaction product. (2) Given the reactants C([O:3][C:4]([C:6]1[N:7]=[N:8][C:9]([NH:12][CH2:13][C:14]2[C:15]([C:20]3[CH:25]=[CH:24][C:23]([F:26])=[CH:22][CH:21]=3)=[N:16][O:17][C:18]=2[CH3:19])=[CH:10][CH:11]=1)=O)C.[F:27][C:28]([F:32])([F:31])[CH2:29][NH2:30], predict the reaction product. The product is: [F:27][C:28]([F:32])([F:31])[CH2:29][NH:30][C:4]([C:6]1[N:7]=[N:8][C:9]([NH:12][CH2:13][C:14]2[C:15]([C:20]3[CH:21]=[CH:22][C:23]([F:26])=[CH:24][CH:25]=3)=[N:16][O:17][C:18]=2[CH3:19])=[CH:10][CH:11]=1)=[O:3]. (3) The product is: [CH3:8][C@@H:9]1[N:13]([S:41]([C:35]2[CH:40]=[CH:39][CH:38]=[CH:37][CH:36]=2)(=[O:43])=[O:42])[CH2:12][C@@H:11]([CH2:14][N:15]2[C:23]3[C:18](=[CH:19][C:20]([C:24]4[CH:25]=[N:26][N:27]([CH:29]5[CH2:34][CH2:33][CH2:32][CH2:31][O:30]5)[CH:28]=4)=[CH:21][CH:22]=3)[CH:17]=[N:16]2)[CH2:10]1. Given the reactants C(N(CC)CC)C.[CH3:8][C@@H:9]1[NH:13][CH2:12][C@@H:11]([CH2:14][N:15]2[C:23]3[C:18](=[CH:19][C:20]([C:24]4[CH:25]=[N:26][N:27]([CH:29]5[CH2:34][CH2:33][CH2:32][CH2:31][O:30]5)[CH:28]=4)=[CH:21][CH:22]=3)[CH:17]=[N:16]2)[CH2:10]1.[C:35]1([S:41](Cl)(=[O:43])=[O:42])[CH:40]=[CH:39][CH:38]=[CH:37][CH:36]=1.C(=O)(O)[O-].[Na+], predict the reaction product. (4) The product is: [NH:16]1[CH2:14][C@H:11]([OH:29])[CH2:12][C@H:17]1[C:18]([OH:20])=[O:19]. Given the reactants N[C@@H](CCC(N[C@H:11]([C:14]([NH:16][CH2:17][C:18]([OH:20])=[O:19])=O)[CH2:12]S)=O)C(O)=O.CC1(C)S[C@@H]2[C@H](NC([C@H](N)C3C=CC=CC=3)=O)C(=[O:29])N2[C@H]1C(O)=O.N1CCC[C@H]1C(O)=O, predict the reaction product.